This data is from Reaction yield outcomes from USPTO patents with 853,638 reactions. The task is: Predict the reaction yield, written as a fraction of the theoretical maximum amount of product (1.0 means a 100% yield; for example, 0.34 means a 34% yield). (1) The reactants are [CH3:1][O:2][C:3]([C:5]1[C:13]([NH:14][C:15]2[CH:20]=[CH:19][CH:18]=[CH:17][C:16]=2[F:21])=[C:12]([F:22])[C:11]2[C:7](=[C:8]([CH3:23])[NH:9][N:10]=2)[CH:6]=1)=[O:4].[C:24](=O)([O-])[O-].[K+].[K+].IC. The catalyst is CN(C=O)C.CCOC(C)=O. The product is [CH3:1][O:2][C:3]([C:5]1[C:13]([NH:14][C:15]2[CH:20]=[CH:19][CH:18]=[CH:17][C:16]=2[F:21])=[C:12]([F:22])[C:11]2[C:7](=[C:8]([CH3:23])[N:9]([CH3:24])[N:10]=2)[CH:6]=1)=[O:4].[CH3:1][O:2][C:3]([C:5]1[CH:6]=[C:7]2[C:11](=[C:12]([F:22])[C:13]=1[NH:14][C:15]1[CH:20]=[CH:19][CH:18]=[CH:17][C:16]=1[F:21])[N:10]([CH3:24])[N:9]=[C:8]2[CH3:23])=[O:4]. The yield is 0.260. (2) The reactants are [C:1]([O:5][C:6]([N:8]1[CH2:13][CH:12]=[C:11]([C:14]2[CH:19]=[CH:18][CH:17]=[CH:16][N:15]=2)[CH2:10][CH2:9]1)=[O:7])([CH3:4])([CH3:3])[CH3:2]. The catalyst is [Pd]. The product is [C:1]([O:5][C:6]([N:8]1[CH2:9][CH2:10][CH:11]([C:14]2[CH:19]=[CH:18][CH:17]=[CH:16][N:15]=2)[CH2:12][CH2:13]1)=[O:7])([CH3:4])([CH3:2])[CH3:3]. The yield is 0.990. (3) The reactants are [H-].[Na+].[F:3][C:4]1[CH:5]=[C:6]([C:10](=[O:12])[CH3:11])[CH:7]=[CH:8][CH:9]=1.[H][H].C(C1C=CC=CC=1)(=O)C.[C:24](=O)([O:28]CC)[O:25][CH2:26][CH3:27]. The catalyst is CCCCCC. The product is [CH2:26]([O:25][C:24](=[O:28])[CH2:11][C:10]([C:6]1[CH:7]=[CH:8][CH:9]=[C:4]([F:3])[CH:5]=1)=[O:12])[CH3:27]. The yield is 0.910. (4) The reactants are [Cl:1][C:2]1[C:7]([Cl:8])=[CH:6][C:5]([CH2:9][NH2:10])=[C:4]([O:11][CH3:12])[CH:3]=1.[C:13]([O:17][C:18]([N:20]1[CH2:25][CH2:24][CH:23]([C:26](O)=[O:27])[CH2:22][CH2:21]1)=[O:19])([CH3:16])([CH3:15])[CH3:14].F[P-](F)(F)(F)(F)F.N1(O[P+](N(C)C)(N(C)C)N(C)C)C2C=CC=CC=2N=N1.CCN(C(C)C)C(C)C. The catalyst is CN(C=O)C.O. The product is [Cl:1][C:2]1[C:7]([Cl:8])=[CH:6][C:5]([CH2:9][NH:10][C:26]([CH:23]2[CH2:24][CH2:25][N:20]([C:18]([O:17][C:13]([CH3:16])([CH3:15])[CH3:14])=[O:19])[CH2:21][CH2:22]2)=[O:27])=[C:4]([O:11][CH3:12])[CH:3]=1. The yield is 0.620. (5) The reactants are [N+:1]([C:4]1[CH:5]=[C:6]([N:10]2[CH2:16][C:12]3([CH2:15][O:14][CH2:13]3)[CH2:11]2)[CH:7]=[CH:8][CH:9]=1)([O-])=O.[H][H]. The catalyst is CCO.[Pd]. The product is [CH2:13]1[C:12]2([CH2:11][N:10]([C:6]3[CH:5]=[C:4]([CH:9]=[CH:8][CH:7]=3)[NH2:1])[CH2:16]2)[CH2:15][O:14]1. The yield is 0.980. (6) The reactants are [CH2:1]([Li])[CH3:2].[CH:4]1[CH:9]=[CH:8][CH:7]=[CH:6][CH:5]=1.C1CCCCC1.[O:16]=[C:17]1[N:21]([C:22]([O:24][C:25]([CH3:28])([CH3:27])[CH3:26])=[O:23])[C@H:20]([C:29](OCC2C=CC=CC=2)=O)[CH2:19][CH2:18]1.[Cl-].[NH4+]. The catalyst is O1CCCC1. The product is [C:25]([O:24][C:22]([NH:21][C@@H:20]([CH2:19][CH2:18][C:17](=[O:16])[CH2:1][CH3:2])[CH2:29][C:22]([O:24][CH2:25][C:4]1[CH:9]=[CH:8][CH:7]=[CH:6][CH:5]=1)=[O:23])=[O:23])([CH3:26])([CH3:27])[CH3:28]. The yield is 0.490.